The task is: Predict the reactants needed to synthesize the given product.. This data is from Full USPTO retrosynthesis dataset with 1.9M reactions from patents (1976-2016). (1) Given the product [I:13][C:3]1[CH:4]=[N:5][N:6]([C:7]2[CH:12]=[CH:11][CH:10]=[CH:9][N:8]=2)[C:2]=1[CH3:1], predict the reactants needed to synthesize it. The reactants are: [CH3:1][C:2]1[N:6]([C:7]2[CH:12]=[CH:11][CH:10]=[CH:9][N:8]=2)[N:5]=[CH:4][CH:3]=1.[I:13]N1C(=O)CCC1=O.C(#N)C. (2) Given the product [NH2:46][C@H:41]1[CH2:42][C@@H:43]([CH3:45])[CH2:44][N:39]([C:38]2[CH:37]=[CH:36][N:35]=[CH:34][C:33]=2[NH:32][C:29]([C:13]2[C:12]([NH:11][C:9](=[O:10])[O:8][CH2:1][C:2]3[CH:3]=[CH:4][CH:5]=[CH:6][CH:7]=3)=[CH:21][C:20]3[C:15](=[CH:16][C:17]([N:22]4[CH2:27][CH2:26][O:25][CH2:24][C:23]4=[O:28])=[CH:18][CH:19]=3)[N:14]=2)=[O:30])[CH2:40]1, predict the reactants needed to synthesize it. The reactants are: [CH2:1]([O:8][C:9]([NH:11][C:12]1[C:13]([C:29](O)=[O:30])=[N:14][C:15]2[C:20]([CH:21]=1)=[CH:19][CH:18]=[C:17]([N:22]1[CH2:27][CH2:26][O:25][CH2:24][C:23]1=[O:28])[CH:16]=2)=[O:10])[C:2]1[CH:7]=[CH:6][CH:5]=[CH:4][CH:3]=1.[NH2:32][C:33]1[CH:34]=[N:35][CH:36]=[CH:37][C:38]=1[N:39]1[CH2:44][C@H:43]([CH3:45])[CH2:42][C@H:41]([NH:46]C(=O)OC(C)(C)C)[CH2:40]1.CN(C(ON1N=NC2C=CC=NC1=2)=[N+](C)C)C.F[P-](F)(F)(F)(F)F.CCN(C(C)C)C(C)C. (3) Given the product [NH2:8][C:5]1[CH:6]=[CH:7][C:2]([N:21]2[CH2:22][CH:18]([OH:17])[CH2:19][CH:20]2[C:23]([OH:25])=[O:24])=[CH:3][CH:4]=1, predict the reactants needed to synthesize it. The reactants are: F[C:2]1[CH:7]=[CH:6][C:5]([N+:8]([O-])=O)=[CH:4][CH:3]=1.C(=O)([O-])[O-].[K+].[K+].[OH:17][C@H:18]1[CH2:22][NH:21][C@H:20]([C:23]([OH:25])=[O:24])[CH2:19]1.Cl. (4) Given the product [ClH:14].[NH2:5][CH2:4][C:3]([CH3:9])([OH:8])[C:2]([F:11])([F:10])[F:1], predict the reactants needed to synthesize it. The reactants are: [F:1][C:2]([F:11])([F:10])[C:3]([CH3:9])([OH:8])[CH2:4][N+:5]([O-])=O.[H][H].[ClH:14]. (5) Given the product [CH:12]1([N:2]2[CH2:7][CH2:6][O:5][CH2:4][CH:3]2[C:8]([NH2:10])=[O:9])[CH2:11][CH2:15]1, predict the reactants needed to synthesize it. The reactants are: Cl.[NH:2]1[CH2:7][CH2:6][O:5][CH2:4][CH:3]1[C:8]([NH2:10])=[O:9].[C:11](O)(=O)[CH3:12].[C:15]([BH3-])#N.[Na+]. (6) The reactants are: [CH3:1][S:2][C:3]1[N:8]=[C:7]([O:9][CH2:10][CH2:11][Si:12]([CH3:15])([CH3:14])[CH3:13])[C:6]([C:16]([OH:18])=O)=[CH:5][N:4]=1.C(N1C=CN=C1)(N1C=CN=C1)=O.O.[NH2:32][NH2:33].O. Given the product [CH3:1][S:2][C:3]1[N:8]=[C:7]([O:9][CH2:10][CH2:11][Si:12]([CH3:15])([CH3:14])[CH3:13])[C:6]([C:16]([NH:32][NH2:33])=[O:18])=[CH:5][N:4]=1, predict the reactants needed to synthesize it.